This data is from Full USPTO retrosynthesis dataset with 1.9M reactions from patents (1976-2016). The task is: Predict the reactants needed to synthesize the given product. (1) Given the product [F:22][C:23]1[CH:24]=[C:25]2[C:29](=[C:30]([NH:32][CH:33]=[O:34])[CH:31]=1)[NH:28][C:27](=[O:35])[C:26]2=[CH:20][C:3]1[NH:4][C:5]2[CH2:11][CH2:10][CH2:9][N:8]([CH2:12][CH2:13][N:14]3[CH2:15][CH2:16][CH2:17][CH2:18]3)[C:7](=[O:19])[C:6]=2[C:2]=1[CH3:1], predict the reactants needed to synthesize it. The reactants are: [CH3:1][C:2]1[C:6]2[C:7](=[O:19])[N:8]([CH2:12][CH2:13][N:14]3[CH2:18][CH2:17][CH2:16][CH2:15]3)[CH2:9][CH2:10][CH2:11][C:5]=2[NH:4][C:3]=1[CH:20]=O.[F:22][C:23]1[CH:24]=[C:25]2[C:29](=[C:30]([NH:32][CH:33]=[O:34])[CH:31]=1)[NH:28][C:27](=[O:35])[CH2:26]2. (2) Given the product [CH2:16]([O:18][C:19](=[O:48])/[CH:20]=[CH:21]/[C:22]1[CH:27]=[CH:26][C:25]([C:15]#[C:14][C:9]2[CH:8]=[C:7]([CH2:6][N:4]([CH:1]3[CH2:3][CH2:2]3)[CH3:5])[CH:12]=[CH:11][C:10]=2[CH3:13])=[CH:24][CH:23]=1)[CH3:17], predict the reactants needed to synthesize it. The reactants are: [CH:1]1([N:4]([CH2:6][C:7]2[CH:12]=[CH:11][C:10]([CH3:13])=[C:9]([C:14]#[CH:15])[CH:8]=2)[CH3:5])[CH2:3][CH2:2]1.[CH2:16]([O:18][C:19](=[O:48])/[C:20](/C)=[CH:21]/[C:22]1[CH:27]=[CH:26][C:25](C#CC2C=C(C3CC3)C3OC4(CC4)C(C)=C(C)C=3C=2)=[CH:24][CH:23]=1)[CH3:17].C(N(CC)CC)C.C(OCC)(=O)C. (3) Given the product [NH2:27][C:3]1[CH:4]=[CH:5][C:6]([O:8][C:9]2[N:10]=[CH:11][N:12]=[C:13]([NH:15][C:16](=[O:17])[N:18]([CH3:26])[CH:19]3[CH2:24][CH2:23][N:22]([CH3:25])[CH2:21][CH2:20]3)[CH:14]=2)=[CH:7][C:2]=1[F:1], predict the reactants needed to synthesize it. The reactants are: [F:1][C:2]1[CH:7]=[C:6]([O:8][C:9]2[CH:14]=[C:13]([NH:15][C:16]([N:18]([CH3:26])[CH:19]3[CH2:24][CH2:23][N:22]([CH3:25])[CH2:21][CH2:20]3)=[O:17])[N:12]=[CH:11][N:10]=2)[CH:5]=[CH:4][C:3]=1[NH:27]C(=O)OCC1C=CC=CC=1.